Dataset: Reaction yield outcomes from USPTO patents with 853,638 reactions. Task: Predict the reaction yield, written as a fraction of the theoretical maximum amount of product (1.0 means a 100% yield; for example, 0.34 means a 34% yield). (1) The catalyst is O1CCCC1.O. The yield is 1.00. The product is [C:37]([CH2:36][CH2:35][CH2:34][CH2:33][CH2:32][O:31][C:7]1[CH:8]=[CH:9][CH:10]=[C:11]([CH2:12][CH2:13][CH2:14][CH2:15][CH2:16][CH2:17][O:18][C:19]2[CH:24]=[C:23]([OH:25])[C:22]([C:26](=[O:28])[CH3:27])=[CH:21][C:20]=2[CH2:29][CH3:30])[C:6]=1[CH2:5][CH2:4][C:3]([OH:41])=[O:2])([OH:39])=[O:38]. The reactants are C[O:2][C:3](=[O:41])[CH2:4][CH2:5][C:6]1[C:11]([CH2:12][CH2:13][CH2:14][CH2:15][CH2:16][CH2:17][O:18][C:19]2[CH:24]=[C:23]([OH:25])[C:22]([C:26](=[O:28])[CH3:27])=[CH:21][C:20]=2[CH2:29][CH3:30])=[CH:10][CH:9]=[CH:8][C:7]=1[O:31][CH2:32][CH2:33][CH2:34][CH2:35][CH2:36][C:37]([O:39]C)=[O:38].O.[OH-].[Li+]. (2) The reactants are C[O:2][C:3]([C:5]1[CH:14]=[C:13]([O:15][CH2:16][C:17](=[O:34])[NH:18][C:19]2[CH:24]=[CH:23][C:22]([O:25][CH2:26][C:27]([O:29]C(C)(C)C)=[O:28])=[CH:21][CH:20]=2)[C:12]2[C:7](=[CH:8][C:9]([Cl:36])=[CH:10][C:11]=2[Cl:35])[CH:6]=1)=[O:4].[Li+].[OH-].C(O)(C(F)(F)F)=O. The catalyst is C(Cl)Cl. The product is [C:27]([CH2:26][O:25][C:22]1[CH:21]=[CH:20][C:19]([NH:18][C:17]([CH2:16][O:15][C:13]2[C:12]3[C:7](=[CH:8][C:9]([Cl:36])=[CH:10][C:11]=3[Cl:35])[CH:6]=[C:5]([C:3]([OH:4])=[O:2])[CH:14]=2)=[O:34])=[CH:24][CH:23]=1)([OH:29])=[O:28]. The yield is 0.600. (3) The reactants are [N:1]1([C:7]([O:9][C:10]([CH3:13])([CH3:12])[CH3:11])=[O:8])[CH2:6][CH2:5][NH:4][CH2:3][CH2:2]1.C(=O)([O-])[O-].[Cs+].[Cs+].C1(P(C2C=CC=CC=2)C2C=CC3C(=CC=CC=3)C=2C2C3C(=CC=CC=3)C=CC=2P(C2C=CC=CC=2)C2C=CC=CC=2)C=CC=CC=1.FC(F)(F)S(O[C:72]1[CH:81]=[CH:80][CH:79]=[C:78]2[C:73]=1[CH:74]=[CH:75][C:76]([CH3:82])=[N:77]2)(=O)=O. The catalyst is C1(C)C=CC=CC=1.C([O-])(=O)C.[Pd+2].C([O-])(=O)C. The product is [CH3:82][C:76]1[CH:75]=[CH:74][C:73]2[C:78](=[CH:79][CH:80]=[CH:81][C:72]=2[N:4]2[CH2:5][CH2:6][N:1]([C:7]([O:9][C:10]([CH3:13])([CH3:12])[CH3:11])=[O:8])[CH2:2][CH2:3]2)[N:77]=1. The yield is 0.620. (4) The reactants are [NH2:1][C:2]1[CH:7]=[C:6]([Cl:8])[CH:5]=[CH:4][C:3]=1[SH:9].Br[CH2:11][CH2:12][C:13]1[C:14]([CH3:19])=[N:15][NH:16][C:17]=1[CH3:18].C([O-])([O-])=O.[K+].[K+]. The catalyst is CN(C=O)C. The product is [Cl:8][C:6]1[CH:5]=[CH:4][C:3]([S:9][CH2:11][CH2:12][C:13]2[C:14]([CH3:19])=[N:15][NH:16][C:17]=2[CH3:18])=[C:2]([NH2:1])[CH:7]=1. The yield is 0.740. (5) The reactants are [CH2:1]([O:8][C:9]1[CH:36]=[CH:35][C:12]([O:13][CH2:14][CH2:15][CH2:16][C:17]2[CH:34]=[CH:33][C:20]([O:21][CH2:22][C:23]3[CH:32]=[CH:31][CH:30]=[CH:29][C:24]=3[C:25]([O:27]C)=[O:26])=[CH:19][CH:18]=2)=[CH:11][CH:10]=1)[C:2]1[CH:7]=[CH:6][CH:5]=[CH:4][CH:3]=1.[OH-].[Li+].Cl. The catalyst is C1COCC1.O. The product is [CH2:1]([O:8][C:9]1[CH:36]=[CH:35][C:12]([O:13][CH2:14][CH2:15][CH2:16][C:17]2[CH:18]=[CH:19][C:20]([O:21][CH2:22][C:23]3[CH:32]=[CH:31][CH:30]=[CH:29][C:24]=3[C:25]([OH:27])=[O:26])=[CH:33][CH:34]=2)=[CH:11][CH:10]=1)[C:2]1[CH:3]=[CH:4][CH:5]=[CH:6][CH:7]=1. The yield is 0.0440. (6) The reactants are [CH2:1]([C:3]1[C:12]([OH:13])=[CH:11][C:10]2[C:5](=[CH:6][CH:7]=[N:8][CH:9]=2)[N:4]=1)[CH3:2].Cl[C:15]1[C:24]2[C:19](=[CH:20][C:21]([O:27][CH3:28])=[C:22]([O:25][CH3:26])[CH:23]=2)[N:18]=[CH:17][CH:16]=1.O. The catalyst is CN(C)C1C=CN=CC=1.ClC1C=CC=CC=1Cl. The product is [CH3:26][O:25][C:22]1[CH:23]=[C:24]2[C:19](=[CH:20][C:21]=1[O:27][CH3:28])[N:18]=[CH:17][CH:16]=[C:15]2[O:13][C:12]1[C:3]([CH2:1][CH3:2])=[N:4][C:5]2[C:10]([CH:11]=1)=[CH:9][N:8]=[CH:7][CH:6]=2. The yield is 0.0600. (7) The reactants are [CH3:1][O:2][C:3]1[N:8]2[CH:9]=[CH:10][N:11]=[C:7]2[CH:6]=[C:5]([CH3:12])[CH:4]=1.C1C(=O)N([Br:20])C(=O)C1. The catalyst is C(Cl)(Cl)(Cl)Cl. The product is [Br:20][C:9]1[N:8]2[C:3]([O:2][CH3:1])=[CH:4][C:5]([CH3:12])=[CH:6][C:7]2=[N:11][CH:10]=1. The yield is 0.780. (8) The reactants are [CH2:1]([N:3]1[C:11]2[C:6](=[CH:7][CH:8]=[C:9]([O:12][CH3:13])[CH:10]=2)[C:5]([C:14]#[N:15])=[C:4]1[C:16]1[CH:21]=[CH:20][C:19]([OH:22])=[C:18]([N+:23]([O-])=O)[CH:17]=1)[CH3:2]. The catalyst is [Pd].CCOC(C)=O. The product is [NH2:23][C:18]1[CH:17]=[C:16]([C:4]2[N:3]([CH2:1][CH3:2])[C:11]3[C:6]([C:5]=2[C:14]#[N:15])=[CH:7][CH:8]=[C:9]([O:12][CH3:13])[CH:10]=3)[CH:21]=[CH:20][C:19]=1[OH:22]. The yield is 0.910. (9) The reactants are [CH2:1]([N:8]1[CH2:12][CH:11]([N:13](C(OC(C)(C)C)=O)[CH2:14][C:15]2[CH:20]=[CH:19][C:18]([F:21])=[CH:17][C:16]=2[F:22])[CH2:10][CH:9]1[C:30](O)=[O:31])[C:2]1[CH:7]=[CH:6][CH:5]=[CH:4][CH:3]=1.[CH2:33]([O:35][C:36]([CH:38]1[CH2:43][CH2:42][CH2:41][NH:40][CH2:39]1)=[O:37])[CH3:34]. No catalyst specified. The product is [CH2:33]([O:35][C:36]([CH:38]1[CH2:43][CH2:42][CH2:41][N:40]([C:30]([C@@H:9]2[CH2:10][C@H:11]([NH:13][CH2:14][C:15]3[CH:20]=[CH:19][C:18]([F:21])=[CH:17][C:16]=3[F:22])[CH2:12][N:8]2[CH2:1][C:2]2[CH:7]=[CH:6][CH:5]=[CH:4][CH:3]=2)=[O:31])[CH2:39]1)=[O:37])[CH3:34]. The yield is 0.160.